This data is from Forward reaction prediction with 1.9M reactions from USPTO patents (1976-2016). The task is: Predict the product of the given reaction. (1) Given the reactants [NH2:1][C:2]1[CH:7]=[C:6]([C:8]([F:11])([F:10])[F:9])[C:5]([C:12]2[CH:17]=[CH:16][C:15]([S:18]([NH:21][C:22]3([CH3:25])[CH2:24][CH2:23]3)(=[O:20])=[O:19])=[CH:14][CH:13]=2)=[C:4]([Cl:26])[CH:3]=1.[C:27](N1C=CN=C1)(N1C=CN=C1)=[S:28], predict the reaction product. The product is: [Cl:26][C:4]1[CH:3]=[C:2]([N:1]=[C:27]=[S:28])[CH:7]=[C:6]([C:8]([F:9])([F:11])[F:10])[C:5]=1[C:12]1[CH:17]=[CH:16][C:15]([S:18]([NH:21][C:22]2([CH3:25])[CH2:24][CH2:23]2)(=[O:19])=[O:20])=[CH:14][CH:13]=1. (2) Given the reactants [K].[NH:2]1[CH:6]=[CH:5][CH:4]=[N:3]1.[CH2:7]([N:9]([CH2:24][CH3:25])[C:10]1[CH:15]=[CH:14][C:13]([C:16]2[N:21]=[C:20](Cl)[N:19]=[C:18](Cl)[N:17]=2)=[CH:12][CH:11]=1)[CH3:8], predict the reaction product. The product is: [CH2:7]([N:9]([CH2:24][CH3:25])[C:10]1[CH:15]=[CH:14][C:13]([C:16]2[N:21]=[C:20]([N:2]3[CH:6]=[CH:5][CH:4]=[N:3]3)[N:19]=[C:18]([N:2]3[CH:6]=[CH:5][CH:4]=[N:3]3)[N:17]=2)=[CH:12][CH:11]=1)[CH3:8]. (3) Given the reactants Cl.[NH2:2][CH2:3][C:4]1[CH:5]=[C:6]2[C:10](=[CH:11][CH:12]=1)[C:9](=[O:13])[N:8]([CH:14]1[CH2:19][CH2:18][C:17](=[O:20])[NH:16][C:15]1=[O:21])[CH2:7]2.[CH3:22][N:23]([CH3:36])[C:24]1[CH:25]=[C:26]([C:30]([F:35])([F:34])[C:31](O)=[O:32])[CH:27]=[CH:28][CH:29]=1.C(N(CC)C(C)C)(C)C.F[P-](F)(F)(F)(F)F.CN(C(N(C)C)=[N+]1C2C(=NC=CC=2)[N+]([O-])=N1)C, predict the reaction product. The product is: [CH3:22][N:23]([CH3:36])[C:24]1[CH:25]=[C:26]([C:30]([F:34])([F:35])[C:31]([NH:2][CH2:3][C:4]2[CH:5]=[C:6]3[C:10](=[CH:11][CH:12]=2)[C:9](=[O:13])[N:8]([CH:14]2[CH2:19][CH2:18][C:17](=[O:20])[NH:16][C:15]2=[O:21])[CH2:7]3)=[O:32])[CH:27]=[CH:28][CH:29]=1. (4) The product is: [C:21]([O:25][C:26](=[O:47])[NH:27][CH:28]([C:29]1[CH:34]=[CH:33][C:32]([C:35]#[N:36])=[CH:31][C:30]=1[Br:37])[C:11]1[C:12](=[O:16])[CH2:13][CH2:14][CH2:15][C:10]=1[NH:9][C:5]1[CH:6]=[CH:7][CH:8]=[C:3]([C:2]([F:17])([F:18])[F:1])[CH:4]=1)([CH3:24])([CH3:22])[CH3:23]. Given the reactants [F:1][C:2]([F:18])([F:17])[C:3]1[CH:4]=[C:5]([NH:9][C:10]2[CH2:15][CH2:14][CH2:13][C:12](=[O:16])[CH:11]=2)[CH:6]=[CH:7][CH:8]=1.[H-].[Na+].[C:21]([O:25][C:26](=[O:47])[NH:27][CH:28](S(C1C=CC=CC=1)(=O)=O)[C:29]1[CH:34]=[CH:33][C:32]([C:35]#[N:36])=[CH:31][C:30]=1[Br:37])([CH3:24])([CH3:23])[CH3:22], predict the reaction product. (5) Given the reactants [F:1][C:2]1[CH:7]=[CH:6][CH:5]=[CH:4][C:3]=1[C:8]1[O:12][C:11]([C:13](Cl)=[O:14])=[CH:10][CH:9]=1.[NH2:16][C:17]1[O:18][C:19]([C:22]2[O:23][CH:24]=[CH:25][CH:26]=2)=[N:20][N:21]=1.CO, predict the reaction product. The product is: [F:1][C:2]1[CH:7]=[CH:6][CH:5]=[CH:4][C:3]=1[C:8]1[O:12][C:11]([C:13]([NH:16][C:17]2[O:18][C:19]([C:22]3[O:23][CH:24]=[CH:25][CH:26]=3)=[N:20][N:21]=2)=[O:14])=[CH:10][CH:9]=1. (6) Given the reactants [CH2:1]([C:4]([CH2:15][CH:16]=[CH2:17])([C:10]([O:12][CH2:13][CH3:14])=[O:11])[C:5]([O:7][CH2:8][CH3:9])=[O:6])C=C, predict the reaction product. The product is: [C:4]1([C:5]([O:7][CH2:8][CH3:9])=[O:6])([C:10]([O:12][CH2:13][CH3:14])=[O:11])[CH2:1][CH:17]=[CH:16][CH2:15]1.